From a dataset of Full USPTO retrosynthesis dataset with 1.9M reactions from patents (1976-2016). Predict the reactants needed to synthesize the given product. Given the product [Cl:1][C:2]1[CH:3]=[C:4]([C:8]2[CH:9]=[C:10]([CH2:16][N:17]3[CH:21]=[C:20]([C:22]([NH2:23])=[O:24])[CH:19]=[N:18]3)[CH:11]=[N:12][C:13]=2[O:14][CH3:15])[CH:5]=[CH:6][CH:7]=1, predict the reactants needed to synthesize it. The reactants are: [Cl:1][C:2]1[CH:3]=[C:4]([C:8]2[CH:9]=[C:10]([CH2:16][N:17]3[CH:21]=[C:20]([C:22]#[N:23])[CH:19]=[N:18]3)[CH:11]=[N:12][C:13]=2[O:14][CH3:15])[CH:5]=[CH:6][CH:7]=1.[OH-:24].[Na+].OO.O.